Dataset: Full USPTO retrosynthesis dataset with 1.9M reactions from patents (1976-2016). Task: Predict the reactants needed to synthesize the given product. (1) Given the product [CH3:15][C:12]1[N:11]=[CH:10][C:9]([C:6]2([C:7]#[N:8])[CH2:2][CH2:3][CH2:4][O:5]2)=[CH:14][N:13]=1, predict the reactants needed to synthesize it. The reactants are: Br[CH2:2][CH2:3][CH2:4][O:5][CH:6]([C:9]1[CH:10]=[N:11][C:12]([CH3:15])=[N:13][CH:14]=1)[C:7]#[N:8].C[Si]([N-][Si](C)(C)C)(C)C.[Li+].[NH4+].[Cl-]. (2) Given the product [C:19]([O:18][C:16]([N:11]1[CH2:12][CH2:13][C:14](=[O:15])[CH:8]([CH2:23][C:24]([OH:26])=[O:25])[CH2:9][CH2:10]1)=[O:17])([CH3:22])([CH3:20])[CH3:21], predict the reactants needed to synthesize it. The reactants are: [OH-].[Na+].C(OC([C:8]1([CH2:23][C:24]([O:26]CC)=[O:25])[C:14](=[O:15])[CH2:13][CH2:12][N:11]([C:16]([O:18][C:19]([CH3:22])([CH3:21])[CH3:20])=[O:17])[CH2:10][CH2:9]1)=O)C. (3) Given the product [CH2:24]([N:11]([S:12]([C:15]1[C:20]([CH3:21])=[CH:19][C:18]([CH3:22])=[CH:17][C:16]=1[CH3:23])(=[O:13])=[O:14])[C@H:10]([C:9]([OH:8])=[O:43])[CH2:28][CH2:29][CH2:30][CH2:31][NH:32][C:33]([O:35][CH2:36][CH:37]1[C:38]2[CH:39]=[CH:40][CH:41]=[CH:42][C:49]=2[C:48]2[C:47]1=[CH:46][CH:45]=[CH:44][CH:56]=2)=[O:34])[CH:25]([CH3:27])[CH3:26], predict the reactants needed to synthesize it. The reactants are: C([O:8][C:9](=[O:43])[C@H:10]([CH2:28][CH2:29][CH2:30][CH2:31][NH:32][C:33]([O:35][CH2:36][C:37]1[CH:42]=[CH:41][CH:40]=[CH:39][CH:38]=1)=[O:34])[N:11]([CH2:24][CH:25]([CH3:27])[CH3:26])[S:12]([C:15]1[C:20]([CH3:21])=[CH:19][C:18]([CH3:22])=[CH:17][C:16]=1[CH3:23])(=[O:14])=[O:13])C1C=CC=CC=1.[CH:44]1[C:56]2C(COC(ON3C(=O)CCC3=O)=O)C3[C:49](=CC=CC=3)[C:48]=2[CH:47]=[CH:46][CH:45]=1.